From a dataset of Full USPTO retrosynthesis dataset with 1.9M reactions from patents (1976-2016). Predict the reactants needed to synthesize the given product. (1) Given the product [Cl:30][C:24]1[CH:25]=[C:26]([Cl:29])[CH:27]=[CH:28][C:23]=1[C:12]1[N:13]([C:16]2[CH:17]=[CH:18][C:19]([O:22][S:41]([CH2:38][CH2:39][CH3:40])(=[O:43])=[O:42])=[CH:20][CH:21]=2)[C:14]([CH3:15])=[C:10]([C:8](=[O:9])[NH:7][N:1]2[CH2:6][CH2:5][CH2:4][CH2:3][CH2:2]2)[N:11]=1, predict the reactants needed to synthesize it. The reactants are: [N:1]1([NH:7][C:8]([C:10]2[N:11]=[C:12]([C:23]3[CH:28]=[CH:27][C:26]([Cl:29])=[CH:25][C:24]=3[Cl:30])[N:13]([C:16]3[CH:21]=[CH:20][C:19]([OH:22])=[CH:18][CH:17]=3)[C:14]=2[CH3:15])=[O:9])[CH2:6][CH2:5][CH2:4][CH2:3][CH2:2]1.C(N(CC)CC)C.[CH2:38]([S:41](Cl)(=[O:43])=[O:42])[CH2:39][CH3:40].O. (2) Given the product [Br:1][C:2]1[C:11]2[C:6](=[CH:7][CH:8]=[C:9]([Cl:12])[CH:10]=2)[N:5]=[C:4]([NH:13][CH2:18][C:17]2[CH:20]=[CH:21][CH:22]=[CH:23][C:16]=2[O:15][CH3:14])[CH:3]=1, predict the reactants needed to synthesize it. The reactants are: [Br:1][C:2]1[C:11]2[C:6](=[CH:7][CH:8]=[C:9]([Cl:12])[CH:10]=2)[N:5]=[C:4]([NH2:13])[CH:3]=1.[CH3:14][O:15][C:16]1[CH:23]=[CH:22][CH:21]=[CH:20][C:17]=1[CH:18]=O.C(O)(=O)C.C(O[BH-](OC(=O)C)OC(=O)C)(=O)C.[Na+]. (3) Given the product [CH2:30]([O:29][C:25](/[CH:26]=[CH:27]/[C:6]1[CH:14]=[C:13]([C:15]([F:18])([F:17])[F:16])[CH:12]=[CH:11][C:7]=1[C:8]([OH:10])=[O:9])=[O:28])[CH3:31], predict the reactants needed to synthesize it. The reactants are: N([O-])=O.[Na+].N[C:6]1[CH:14]=[C:13]([C:15]([F:18])([F:17])[F:16])[CH:12]=[CH:11][C:7]=1[C:8]([OH:10])=[O:9].[H+].[B-](F)(F)(F)F.[C:25]([O:29][CH2:30][CH3:31])(=[O:28])[CH:26]=[CH2:27]. (4) Given the product [CH3:1][O:2][C:3]1[CH:8]=[CH:7][C:6]([CH2:9][CH2:10][NH2:11])=[C:5]([N+:12]([O-:14])=[O:13])[CH:4]=1, predict the reactants needed to synthesize it. The reactants are: [CH3:1][O:2][C:3]1[CH:8]=[CH:7][C:6]([CH2:9][C:10]#[N:11])=[C:5]([N+:12]([O-:14])=[O:13])[CH:4]=1.B.O1CCCC1. (5) Given the product [OH:13][C:14]([CH3:51])([CH3:52])[CH2:15][O:16][C:17]1[CH:18]=[CH:19][C:20]([N:23]2[C:28](=[O:29])[C:27]([CH2:30][C:31]3[CH:36]=[CH:35][C:34]([C:37]4[CH:42]=[CH:41][CH:40]=[CH:39][C:38]=4[C:43]4[NH:3][C:4](=[O:7])[O:5][N:44]=4)=[CH:33][CH:32]=3)=[C:26]([CH2:45][CH2:46][CH3:47])[N:25]3[N:48]=[CH:49][CH:50]=[C:24]23)=[CH:21][CH:22]=1, predict the reactants needed to synthesize it. The reactants are: [Cl-].O[NH3+:3].[C:4](=[O:7])([O-])[OH:5].[Na+].CS(C)=O.[OH:13][C:14]([CH3:52])([CH3:51])[CH2:15][O:16][C:17]1[CH:22]=[CH:21][C:20]([N:23]2[C:28](=[O:29])[C:27]([CH2:30][C:31]3[CH:36]=[CH:35][C:34]([C:37]4[C:38]([C:43]#[N:44])=[CH:39][CH:40]=[CH:41][CH:42]=4)=[CH:33][CH:32]=3)=[C:26]([CH2:45][CH2:46][CH3:47])[N:25]3[N:48]=[CH:49][CH:50]=[C:24]23)=[CH:19][CH:18]=1. (6) Given the product [CH3:2][O:3][C:4](=[O:24])[C@H:5]([CH2:7][C:8]1[CH:9]=[CH:10][C:11]([O:14][CH2:15][C:16]2[C:21]([Cl:22])=[CH:20][CH:19]=[CH:18][C:17]=2[Cl:23])=[CH:12][CH:13]=1)[NH:6][C:28](=[O:29])[C:27]1[CH:31]=[CH:32][CH:33]=[N:34][C:26]=1[SH:25], predict the reactants needed to synthesize it. The reactants are: Cl.[CH3:2][O:3][C:4](=[O:24])[C@H:5]([CH2:7][C:8]1[CH:13]=[CH:12][C:11]([O:14][CH2:15][C:16]2[C:21]([Cl:22])=[CH:20][CH:19]=[CH:18][C:17]=2[Cl:23])=[CH:10][CH:9]=1)[NH2:6].[SH:25][C:26]1[N:34]=[CH:33][CH:32]=[CH:31][C:27]=1[C:28](O)=[O:29].CN1CCOCC1. (7) Given the product [Cl:29][C:19]1[C:20]2[C:26]([F:27])=[CH:25][CH:24]=[C:23]([F:28])[C:21]=2[S:22][C:18]=1[C:16]([N:15]([CH2:30][C:31]1[CH:32]=[C:33]([C:44]2[CH:49]=[N:48][CH:47]=[CH:46][N:45]=2)[CH:34]=[CH:35][C:36]=1[O:37][CH3:38])[CH:12]1[CH2:11][CH2:10][CH:9]([N:8]([CH3:42])[C:1](=[O:2])[O:3][C:4]([CH3:6])([CH3:5])[CH3:7])[CH2:14][CH2:13]1)=[O:17], predict the reactants needed to synthesize it. The reactants are: [C:1]([N:8]([CH3:42])[CH:9]1[CH2:14][CH2:13][CH:12]([N:15]([CH2:30][C:31]2[CH:32]=[C:33](B(O)O)[CH:34]=[CH:35][C:36]=2[O:37][CH3:38])[C:16]([C:18]2[S:22][C:21]3[C:23]([F:28])=[CH:24][CH:25]=[C:26]([F:27])[C:20]=3[C:19]=2[Cl:29])=[O:17])[CH2:11][CH2:10]1)([O:3][C:4]([CH3:7])([CH3:6])[CH3:5])=[O:2].Cl[C:44]1[CH:49]=[N:48][CH:47]=[CH:46][N:45]=1.